The task is: Regression. Given two drug SMILES strings and cell line genomic features, predict the synergy score measuring deviation from expected non-interaction effect.. This data is from NCI-60 drug combinations with 297,098 pairs across 59 cell lines. Drug 2: CCCS(=O)(=O)NC1=C(C(=C(C=C1)F)C(=O)C2=CNC3=C2C=C(C=N3)C4=CC=C(C=C4)Cl)F. Cell line: HCT116. Synergy scores: CSS=50.5, Synergy_ZIP=1.40, Synergy_Bliss=0.572, Synergy_Loewe=-3.41, Synergy_HSA=-0.723. Drug 1: CC12CCC3C(C1CCC2=O)CC(=C)C4=CC(=O)C=CC34C.